This data is from Full USPTO retrosynthesis dataset with 1.9M reactions from patents (1976-2016). The task is: Predict the reactants needed to synthesize the given product. (1) Given the product [Cl:1][C:2]1[CH:11]=[CH:10][C:5]([C:6]([OH:8])([CH2:13][CH3:14])[CH2:17][CH3:18])=[C:4]([F:12])[CH:3]=1, predict the reactants needed to synthesize it. The reactants are: [Cl:1][C:2]1[CH:11]=[CH:10][C:5]([C:6]([O:8]C)=O)=[C:4]([F:12])[CH:3]=1.[CH2:13]([Mg]Br)[CH3:14].[CH:17]1(C(C2C=CC(Cl)=CC=2)(O)C)C[CH2:18]1. (2) Given the product [O:24]([CH2:31][CH2:32][NH:33][C:9](=[O:11])[CH2:8][C:4]1[CH:5]=[CH:6][CH:7]=[C:2]([OH:1])[CH:3]=1)[C:25]1[CH:30]=[CH:29][CH:28]=[CH:27][CH:26]=1, predict the reactants needed to synthesize it. The reactants are: [OH:1][C:2]1[CH:3]=[C:4]([CH2:8][C:9]([O-:11])=O)[CH:5]=[CH:6][CH:7]=1.CCN=C=NCCCN(C)C.Cl.[O:24]([CH2:31][CH2:32][NH2:33])[C:25]1[CH:30]=[CH:29][CH:28]=[CH:27][CH:26]=1.O. (3) Given the product [N:20]([CH2:3][CH2:4][NH:5][S:14]([CH3:13])(=[O:16])=[O:15])=[N+:21]=[N-:22], predict the reactants needed to synthesize it. The reactants are: Cl.Cl[CH2:3][CH2:4][NH2:5].CN1CCOCC1.[CH3:13][S:14](Cl)(=[O:16])=[O:15].[Na+].[I-].[N-:20]=[N+:21]=[N-:22].[Na+]. (4) Given the product [C:21]([N:14]1[C:15]2[C:11](=[CH:10][C:9]([Cl:8])=[CH:17][CH:16]=2)[CH2:12][CH:13]1[C:18]([NH2:20])=[O:19])(=[O:23])[CH3:22], predict the reactants needed to synthesize it. The reactants are: C(N(CC)CC)C.[Cl:8][C:9]1[CH:10]=[C:11]2[C:15](=[CH:16][CH:17]=1)[NH:14][CH:13]([C:18]([NH2:20])=[O:19])[CH2:12]2.[C:21](Cl)(=[O:23])[CH3:22]. (5) Given the product [CH3:11][O:12][CH:13]([O:17][CH3:18])[CH2:14][CH2:15][O:10][C:7]1[CH:8]=[CH:9][C:4]([CH2:3][CH2:2][OH:1])=[CH:5][CH:6]=1, predict the reactants needed to synthesize it. The reactants are: [OH:1][CH2:2][CH2:3][C:4]1[CH:9]=[CH:8][C:7]([OH:10])=[CH:6][CH:5]=1.[CH3:11][O:12][CH:13]([O:17][CH3:18])[CH2:14][CH2:15]Br.C(=O)([O-])[O-].[Cs+].[Cs+].[I-].[Na+]. (6) The reactants are: C1CCN2C(=NCCC2)CC1.[CH3:12][C:13]([O:16][C:17]([N:19]1[C@@:23]([C:25]2[CH:30]=[C:29]([Br:31])[CH:28]=[CH:27][C:26]=2[F:32])([CH3:24])[CH2:22]OS1(=O)=O)=[O:18])([CH3:15])[CH3:14].[NH:35]1[C:39]([C:40]([O:42][CH2:43]C)=[O:41])=[C:38]([C:45]([O:47][CH2:48][CH3:49])=[O:46])[N:37]=[CH:36]1. Given the product [CH3:43][O:42][C:40]([C:39]1[N:35]([CH2:22][C@@:23]([C:25]2[CH:30]=[C:29]([Br:31])[CH:28]=[CH:27][C:26]=2[F:32])([NH:19][C:17]([O:16][C:13]([CH3:15])([CH3:14])[CH3:12])=[O:18])[CH3:24])[CH:36]=[N:37][C:38]=1[C:45]([O:47][CH2:48][CH3:49])=[O:46])=[O:41], predict the reactants needed to synthesize it. (7) Given the product [CH3:1][O:2][C:3]([CH2:5][CH2:6][C:7]1[CH:12]=[C:11]([CH:13]([CH3:14])[CH3:15])[C:10]([OH:16])=[C:9]([CH:17]([CH3:19])[CH3:18])[CH:8]=1)=[O:4], predict the reactants needed to synthesize it. The reactants are: [CH3:1][O:2][C:3]([CH:5]=[CH:6][C:7]1[CH:12]=[C:11]([CH:13]([CH3:15])[CH3:14])[C:10]([OH:16])=[C:9]([CH:17]([CH3:19])[CH3:18])[CH:8]=1)=[O:4]. (8) Given the product [ClH:1].[ClH:43].[Cl:1][C:2]1[CH:3]=[CH:4][C:5]([CH2:8][O:9][C:10]2[CH:15]=[CH:14][N:13]([C:16]3[CH:17]=[CH:18][C:19]4[C:20]5[CH2:29][N:28]([CH3:31])[CH2:27][CH2:26][C:21]=5[N:22]([CH3:25])[C:23]=4[CH:24]=3)[C:12](=[O:30])[CH:11]=2)=[N:6][CH:7]=1, predict the reactants needed to synthesize it. The reactants are: [Cl:1][C:2]1[CH:3]=[CH:4][C:5]([CH2:8][O:9][C:10]2[CH:15]=[CH:14][N:13]([C:16]3[CH:17]=[CH:18][C:19]4[C:20]5[CH2:29][NH:28][CH2:27][CH2:26][C:21]=5[N:22]([CH3:25])[C:23]=4[CH:24]=3)[C:12](=[O:30])[CH:11]=2)=[N:6][CH:7]=1.[C:31]1(N)C(F)=C(F)C(F)=C(N)C=1F.[ClH:43].Cl. (9) Given the product [BrH:18].[Cl:2][C:3]1[C:12]([OH:13])=[C:11]([OH:15])[C:10]([Cl:17])=[C:9]2[C:4]=1[CH2:5][CH2:6][NH:7][CH2:8]2, predict the reactants needed to synthesize it. The reactants are: Cl.[Cl:2][C:3]1[C:12]([O:13]C)=[C:11]([O:15]C)[C:10]([Cl:17])=[C:9]2[C:4]=1[CH2:5][CH2:6][NH:7][CH2:8]2.[BrH:18].